This data is from Reaction yield outcomes from USPTO patents with 853,638 reactions. The task is: Predict the reaction yield, written as a fraction of the theoretical maximum amount of product (1.0 means a 100% yield; for example, 0.34 means a 34% yield). (1) The reactants are [CH3:1][Si:2](Cl)([CH3:4])[CH3:3].C1(S([C:15](Br)([F:17])[F:16])(=O)=O)C=CC=CC=1. The catalyst is CN(C=O)C. The product is [CH3:1][Si:2]([CH3:4])([CH3:15])[C:3]([F:17])([F:16])[C:15]([Si:2]([CH3:4])([CH3:3])[CH3:1])([F:17])[F:16]. The yield is 0.550. (2) The reactants are [CH:1]1([CH:4]=O)[CH2:3][CH2:2]1.[C:6]([O-:9])(=[O:8])[CH3:7].[NH4+:10].C(O)(=O)CC(O)=O. The catalyst is C(O)C. The product is [NH2:10][CH:4]([CH:1]1[CH2:2][CH2:3]1)[CH2:7][C:6]([OH:9])=[O:8]. The yield is 0.530. (3) The reactants are [CH2:1]([N:3]([CH:11]1[CH2:16][CH2:15][CH:14]([C:17]2[C:25]3[C:20](=[CH:21][CH:22]=[C:23]([NH:26][C:27]([C:29]4[S:30][CH:31]=[CH:32][CH:33]=4)=[NH:28])[CH:24]=3)[NH:19][CH:18]=2)[CH2:13][CH2:12]1)C(=O)OC(C)(C)C)[CH3:2].Cl. No catalyst specified. The product is [CH2:1]([NH:3][CH:11]1[CH2:16][CH2:15][CH:14]([C:17]2[C:25]3[C:20](=[CH:21][CH:22]=[C:23]([NH:26][C:27]([C:29]4[S:30][CH:31]=[CH:32][CH:33]=4)=[NH:28])[CH:24]=3)[NH:19][CH:18]=2)[CH2:13][CH2:12]1)[CH3:2]. The yield is 0.940. (4) The reactants are [CH3:1][C:2]1[CH:3]=[C:4]([N:8]2[CH:13]=[CH:12][CH:11]=[C:10]([C:14]([NH:16][CH2:17][C:18]3[CH:27]=[CH:26][C:21]([C:22]([O:24]C)=[O:23])=[CH:20][CH:19]=3)=[O:15])[C:9]2=[O:28])[CH:5]=[CH:6][CH:7]=1.[OH-].[Na+]. The catalyst is CO.O. The product is [CH3:1][C:2]1[CH:3]=[C:4]([N:8]2[CH:13]=[CH:12][CH:11]=[C:10]([C:14]([NH:16][CH2:17][C:18]3[CH:19]=[CH:20][C:21]([C:22]([OH:24])=[O:23])=[CH:26][CH:27]=3)=[O:15])[C:9]2=[O:28])[CH:5]=[CH:6][CH:7]=1. The yield is 0.950. (5) The reactants are [F:1][C:2]1[CH:3]=[CH:4][C:5]([O:10][C:11]2[CH:12]=[C:13]3[C:17](=[CH:18][CH:19]=2)[NH:16][N:15]=[CH:14]3)=[C:6]([CH:9]=1)[C:7]#[N:8].Cl[CH2:21][C:22]([N:24]([CH3:26])[CH3:25])=[O:23].C([O-])([O-])=O.[K+].[K+]. The catalyst is CN(C=O)C.[I-].C([N+](CCCC)(CCCC)CCCC)CCC. The product is [C:7]([C:6]1[CH:9]=[C:2]([F:1])[CH:3]=[CH:4][C:5]=1[O:10][C:11]1[CH:12]=[C:13]2[C:17](=[CH:18][CH:19]=1)[N:16]([CH2:21][C:22]([N:24]([CH3:26])[CH3:25])=[O:23])[N:15]=[CH:14]2)#[N:8]. The yield is 0.120. (6) The reactants are [Cl:1][C:2]1[CH:7]=[CH:6][N:5]=[C:4]([C:8]([OH:10])=O)[CH:3]=1.[CH2:11]([N:15]1[C:23]2[N:22]=[C:21]([Cl:24])[NH:20][C:19]=2[C:18](=[O:25])[N:17]([CH2:26][CH2:27][CH2:28][CH2:29]/[C:30](=[N:33]/[H])/[NH:31]O)[C:16]1=[O:35])[CH2:12][CH2:13][CH3:14]. The catalyst is CS(C)=O. The product is [CH2:11]([N:15]1[C:23]2[N:22]=[C:21]([Cl:24])[NH:20][C:19]=2[C:18](=[O:25])[N:17]([CH2:26][CH2:27][CH2:28][CH2:29][C:30]2[N:31]=[C:8]([C:4]3[CH:3]=[C:2]([Cl:1])[CH:7]=[CH:6][N:5]=3)[O:10][N:33]=2)[C:16]1=[O:35])[CH2:12][CH2:13][CH3:14]. The yield is 0.110. (7) The reactants are Br[CH2:2][C:3]1[N:4]([CH3:19])[C:5]2[C:10]([N:11]=1)=[C:9]([N:12]1[CH2:17][CH2:16][O:15][CH2:14][CH2:13]1)[N:8]=[C:7]([Cl:18])[N:6]=2.[O:20]1[CH2:25][CH2:24][N:23]([CH:26]2[CH2:31][CH2:30][NH:29][CH2:28][CH2:27]2)[CH2:22][CH2:21]1.CCN(C(C)C)C(C)C. The catalyst is C(Cl)Cl. The product is [Cl:18][C:7]1[N:6]=[C:5]2[C:10]([N:11]=[C:3]([CH2:2][N:29]3[CH2:30][CH2:31][CH:26]([N:23]4[CH2:24][CH2:25][O:20][CH2:21][CH2:22]4)[CH2:27][CH2:28]3)[N:4]2[CH3:19])=[C:9]([N:12]2[CH2:17][CH2:16][O:15][CH2:14][CH2:13]2)[N:8]=1. The yield is 0.950.